From a dataset of Forward reaction prediction with 1.9M reactions from USPTO patents (1976-2016). Predict the product of the given reaction. (1) Given the reactants C1(C[N:8]2[CH2:13][CH2:12][N:11]([C:14]3[CH:19]=[CH:18][C:17]([NH:20][C:21]([C:23]4[C:24]([C:29]5[CH:34]=[CH:33][CH:32]=[CH:31][CH:30]=5)=[CH:25][CH:26]=[CH:27][CH:28]=4)=[O:22])=[CH:16][CH:15]=3)[CH2:10][CH2:9]2)C=CC=CC=1.[H][H], predict the reaction product. The product is: [N:11]1([C:14]2[CH:15]=[CH:16][C:17]([NH:20][C:21]([C:23]3[C:24]([C:29]4[CH:30]=[CH:31][CH:32]=[CH:33][CH:34]=4)=[CH:25][CH:26]=[CH:27][CH:28]=3)=[O:22])=[CH:18][CH:19]=2)[CH2:10][CH2:9][NH:8][CH2:13][CH2:12]1. (2) The product is: [CH3:1][O:2][CH2:3][C:4]([C:9]1[CH:10]=[CH:11][C:12]([N:15]2[CH:19]=[CH:18][CH:17]=[N:16]2)=[CH:13][CH:14]=1)=[O:5]. Given the reactants [CH3:1][O:2][CH2:3][C:4]1([C:9]2[CH:14]=[CH:13][C:12]([N:15]3[CH:19]=[CH:18][CH:17]=[N:16]3)=[CH:11][CH:10]=2)OCC[O:5]1.Cl.C(O)C, predict the reaction product. (3) The product is: [C:44]([C:35]1[C:34]([O:46][CH2:47][CH3:48])=[C:33]([CH2:49][N:17]2[CH2:16][C:15]3([CH2:26][C:12]([N:9]4[CH2:8][CH2:7][C:6]([CH3:27])([C:4]([O:3][CH2:1][CH3:2])=[O:5])[CH2:11][CH2:10]4)=[N:13][O:14]3)[CH2:18]2)[CH:32]=[C:31]([CH:28]2[CH2:30][CH2:29]2)[C:36]=1[C:37]1[CH:38]=[CH:39][C:40]([F:43])=[CH:41][CH:42]=1)#[N:45]. Given the reactants [CH2:1]([O:3][C:4]([C:6]1([CH3:27])[CH2:11][CH2:10][N:9]([C:12]2[CH2:26][C:15]3([CH2:18][N:17](C(OC(C)(C)C)=O)[CH2:16]3)[O:14][N:13]=2)[CH2:8][CH2:7]1)=[O:5])[CH3:2].[CH:28]1([C:31]2[CH:32]=[C:33]([CH:49]=O)[C:34]([O:46][CH2:47][CH3:48])=[C:35]([C:44]#[N:45])[C:36]=2[C:37]2[CH:42]=[CH:41][C:40]([F:43])=[CH:39][CH:38]=2)[CH2:30][CH2:29]1, predict the reaction product. (4) Given the reactants [NH2:1][C:2]1[CH:3]=[C:4]([C:16]2[CH:21]=[CH:20][CH:19]=[CH:18][C:17]=2[CH3:22])[CH:5]=[CH:6][C:7]=1[NH:8]C(=O)OC(C)(C)C.[C:23]([NH:26][C:27]1[CH:35]=[CH:34][C:30]([C:31](O)=[O:32])=[CH:29][CH:28]=1)(=[O:25])[CH3:24].CCN(C(C)C)C(C)C.CN(C(ON1N=NC2C=CC=NC1=2)=[N+](C)C)C.F[P-](F)(F)(F)(F)F, predict the reaction product. The product is: [C:23]([NH:26][C:27]1[CH:35]=[CH:34][C:30]([C:31]([NH:1][C:2]2[CH:3]=[C:4]([C:16]3[CH:21]=[CH:20][CH:19]=[CH:18][C:17]=3[CH3:22])[CH:5]=[CH:6][C:7]=2[NH2:8])=[O:32])=[CH:29][CH:28]=1)(=[O:25])[CH3:24].